This data is from Full USPTO retrosynthesis dataset with 1.9M reactions from patents (1976-2016). The task is: Predict the reactants needed to synthesize the given product. (1) Given the product [CH3:40][C:5]([O:7][C:8]1[CH:9]=[CH:10][C:11]([O:14][CH2:15][CH2:16][CH:17]([O:21][C:22]2[CH:36]=[CH:35][C:25]3[C:26]([C:29]4[CH:30]=[CH:31][CH:32]=[CH:33][CH:34]=4)=[N:27][O:28][C:24]=3[C:23]=2[CH2:37][CH2:38][CH3:39])[CH2:18][CH2:19][CH3:20])=[CH:12][CH:13]=1)([CH3:6])[C:4]([OH:41])=[O:3], predict the reactants needed to synthesize it. The reactants are: C([O:3][C:4](=[O:41])[C:5]([CH3:40])([O:7][C:8]1[CH:13]=[CH:12][C:11]([O:14][CH2:15][CH2:16][CH:17]([O:21][C:22]2[CH:36]=[CH:35][C:25]3[C:26]([C:29]4[CH:34]=[CH:33][CH:32]=[CH:31][CH:30]=4)=[N:27][O:28][C:24]=3[C:23]=2[CH2:37][CH2:38][CH3:39])[CH2:18][CH2:19][CH3:20])=[CH:10][CH:9]=1)[CH3:6])C.[OH-].[Na+].Cl. (2) Given the product [Cl:12][C:13]1[C:18]([Cl:19])=[CH:17][C:16]([CH2:20][O:21][CH:6]2[CH2:5][CH2:4][CH2:3][CH2:2][O:1]2)=[CH:15][N:14]=1, predict the reactants needed to synthesize it. The reactants are: [O:1]1[CH:6]=[CH:5][CH2:4][CH2:3][CH2:2]1.O.O.[Sn](Cl)Cl.[Cl:12][C:13]1[C:18]([Cl:19])=[CH:17][C:16]([CH2:20][OH:21])=[CH:15][N:14]=1.